Task: Predict the reactants needed to synthesize the given product.. Dataset: Full USPTO retrosynthesis dataset with 1.9M reactions from patents (1976-2016) (1) Given the product [NH2:14][C:15]1[CH:16]=[C:17]([O:21][C:22]2[N:23]=[C:24]([NH:33][C:34]3[CH:35]=[CH:36][C:37]([N:40]4[CH2:45][CH2:44][N:43]([CH3:46])[CH2:42][CH2:41]4)=[CH:38][CH:39]=3)[C:25]([C:30]([NH2:32])=[O:31])=[N:26][C:27]=2[CH2:28][CH3:29])[CH:18]=[N:19][CH:20]=1, predict the reactants needed to synthesize it. The reactants are: C1(C(=[N:14][C:15]2[CH:16]=[C:17]([O:21][C:22]3[N:23]=[C:24]([NH:33][C:34]4[CH:39]=[CH:38][C:37]([N:40]5[CH2:45][CH2:44][N:43]([CH3:46])[CH2:42][CH2:41]5)=[CH:36][CH:35]=4)[C:25]([C:30]([NH2:32])=[O:31])=[N:26][C:27]=3[CH2:28][CH3:29])[CH:18]=[N:19][CH:20]=2)C2C=CC=CC=2)C=CC=CC=1.Cl. (2) Given the product [C:25]([C:27]1[CH:32]=[CH:31][C:30]([O:1][CH2:2][CH2:3][CH2:4][C:5]#[C:6][C:7]2[CH:8]=[CH:9][C:10]([CH2:13][C@H:14]([O:18][CH3:19])[C:15]([OH:17])=[O:16])=[CH:11][CH:12]=2)=[CH:29][CH:28]=1)(=[O:26])[C:24]1[CH:33]=[CH:34][CH:21]=[CH:22][CH:23]=1, predict the reactants needed to synthesize it. The reactants are: [OH:1][CH2:2][CH2:3][CH2:4][C:5]#[C:6][C:7]1[CH:12]=[CH:11][C:10]([CH2:13][C@H:14]([O:18][CH3:19])[C:15]([OH:17])=[O:16])=[CH:9][CH:8]=1.O[C:21]1[CH:34]=[CH:33][C:24]([C:25]([C:27]2[CH:32]=[CH:31][CH:30]=[CH:29][CH:28]=2)=[O:26])=[CH:23][CH:22]=1. (3) Given the product [Cl:1][C:2]1[CH:8]=[CH:7][C:5]([NH:6][C:15]2[N:20]=[C:19]([C:21]3[CH:22]=[CH:23][CH:24]=[CH:25][CH:26]=3)[CH:18]=[C:17]([NH:27][N:28]=[CH:29][C:30]3[CH:35]=[CH:34][C:33]([O:36][C:37]([F:38])([F:39])[F:40])=[CH:32][CH:31]=3)[N:16]=2)=[CH:4][CH:3]=1, predict the reactants needed to synthesize it. The reactants are: [Cl:1][C:2]1[CH:8]=[CH:7][C:5]([NH2:6])=[CH:4][CH:3]=1.[Li]CCCC.Cl[C:15]1[N:20]=[C:19]([C:21]2[CH:26]=[CH:25][CH:24]=[CH:23][CH:22]=2)[CH:18]=[C:17]([NH:27][N:28]=[CH:29][C:30]2[CH:35]=[CH:34][C:33]([O:36][C:37]([F:40])([F:39])[F:38])=[CH:32][CH:31]=2)[N:16]=1. (4) Given the product [CH2:1]([O:4][C:5]1([CH3:34])[CH2:10][CH2:9][N:8]([C:11]2[N:16]3[N:17]=[C:18]([CH2:20][O:21][CH2:46][C:37]4[CH:38]=[CH:39][C:40]([C:42]([F:43])([F:45])[F:44])=[CH:41][C:36]=4[Br:35])[CH:19]=[C:15]3[N:14]=[C:13]([CH3:22])[C:12]=2[C@H:23]([O:29][C:30]([CH3:33])([CH3:32])[CH3:31])[C:24]([O:26][CH2:27][CH3:28])=[O:25])[CH2:7][CH2:6]1)[CH:2]=[CH2:3], predict the reactants needed to synthesize it. The reactants are: [CH2:1]([O:4][C:5]1([CH3:34])[CH2:10][CH2:9][N:8]([C:11]2[N:16]3[N:17]=[C:18]([CH2:20][OH:21])[CH:19]=[C:15]3[N:14]=[C:13]([CH3:22])[C:12]=2[C@H:23]([O:29][C:30]([CH3:33])([CH3:32])[CH3:31])[C:24]([O:26][CH2:27][CH3:28])=[O:25])[CH2:7][CH2:6]1)[CH:2]=[CH2:3].[Br:35][C:36]1[CH:41]=[C:40]([C:42]([F:45])([F:44])[F:43])[CH:39]=[CH:38][C:37]=1[CH2:46]Br.[H-].[Na+]. (5) The reactants are: [C:1]1([OH:7])[CH:6]=[CH:5][CH:4]=[CH:3][CH:2]=1.[OH-].[Na+].[CH2:10](Cl)[CH:11]=[CH2:12]. Given the product [C:1]1([O:7][CH2:12][CH:11]=[CH2:10])[CH:6]=[CH:5][CH:4]=[CH:3][CH:2]=1, predict the reactants needed to synthesize it. (6) The reactants are: [CH3:1][C:2]1[N:3]([CH2:11][C:12]([O:14][CH3:15])=[O:13])[C:4]2[C:9]([CH:10]=1)=[CH:8][CH:7]=[CH:6][CH:5]=2.[CH3:16][O:17][C:18]1[N:23]=[CH:22][C:21]([CH:24]=O)=[CH:20][CH:19]=1.C([SiH](CC)CC)C.FC(F)(F)C(O)=O. Given the product [CH3:16][O:17][C:18]1[N:23]=[CH:22][C:21]([CH2:24][C:10]2[C:9]3[C:4](=[CH:5][CH:6]=[CH:7][CH:8]=3)[N:3]([CH2:11][C:12]([O:14][CH3:15])=[O:13])[C:2]=2[CH3:1])=[CH:20][CH:19]=1, predict the reactants needed to synthesize it.